This data is from Reaction yield outcomes from USPTO patents with 853,638 reactions. The task is: Predict the reaction yield, written as a fraction of the theoretical maximum amount of product (1.0 means a 100% yield; for example, 0.34 means a 34% yield). The reactants are [CH3:1][C:2]1[C:3]([C:12]2[N:13]=[CH:14][C:15]([NH2:18])=[N:16][CH:17]=2)=[CH:4][C:5]2[O:10][CH2:9][CH2:8][O:7][C:6]=2[CH:11]=1.[Cl-].[F:20][C:21]1[CH:26]=[CH:25][CH:24]=[C:23]([F:27])[CH:22]=1.[CH:28](N(C(C)C)CC)(C)C.[OH-:37].[Na+]. The catalyst is C(Cl)Cl.CN(C)C1C=CN=CC=1. The product is [F:20][C:21]1[CH:26]=[CH:25][CH:24]=[C:23]([F:27])[C:22]=1[C:28]([NH:18][C:15]1[CH:14]=[N:13][C:12]([C:3]2[C:2]([CH3:1])=[CH:11][C:6]3[O:7][CH2:8][CH2:9][O:10][C:5]=3[CH:4]=2)=[CH:17][N:16]=1)=[O:37]. The yield is 0.0900.